From a dataset of Forward reaction prediction with 1.9M reactions from USPTO patents (1976-2016). Predict the product of the given reaction. (1) Given the reactants [Cl:1][C:2]1[CH:3]=[N+:4]([O-])[CH:5]=[C:6]([O:8][CH3:9])[CH:7]=1.C[Si]([C:15]#[N:16])(C)C, predict the reaction product. The product is: [Cl:1][C:2]1[C:3]([C:15]#[N:16])=[N:4][CH:5]=[C:6]([O:8][CH3:9])[CH:7]=1. (2) Given the reactants [C:1]1([CH2:7][CH2:8][NH2:9])[CH:6]=[CH:5][CH2:4][CH2:3][CH:2]=1.Br[CH2:11][C:12]1[CH:21]=[CH:20][C:15]([C:16]([O:18][CH3:19])=[O:17])=[CH:14][CH:13]=1.C([O-])([O-])=O.[K+].[K+], predict the reaction product. The product is: [CH2:8]([NH:9][CH2:11][C:12]1[CH:21]=[CH:20][C:15]([C:16]([O:18][CH3:19])=[O:17])=[CH:14][CH:13]=1)[CH2:7][C:1]1[CH:2]=[CH:3][CH:4]=[CH:5][CH:6]=1. (3) Given the reactants [CH2:1]([O:8][C:9]1[C:10]([C:20]([O:22][CH2:23][CH3:24])=[O:21])=[CH:11][N:12]2[CH2:17][CH2:16][N:15]([CH3:18])[C:14](=[O:19])[C:13]=12)[C:2]1[CH:7]=[CH:6][CH:5]=[CH:4][CH:3]=1.C(=O)(O)[O-].[Na+].[Br:30]Br, predict the reaction product. The product is: [CH2:1]([O:8][C:9]1[C:10]([C:20]([O:22][CH2:23][CH3:24])=[O:21])=[C:11]([Br:30])[N:12]2[CH2:17][CH2:16][N:15]([CH3:18])[C:14](=[O:19])[C:13]=12)[C:2]1[CH:3]=[CH:4][CH:5]=[CH:6][CH:7]=1. (4) Given the reactants [NH2:1][C:2]1[C:10]2[C:5](=[CH:6][CH:7]=[C:8]([N:11]3[CH2:15][CH2:14][CH2:13][S:12]3(=[O:17])=[O:16])[CH:9]=2)[N:4](C(OCC2C=CC=CC=2)=O)[N:3]=1.CS[C:30]1[CH:35]=[CH:34][C:33]([CH2:36][C:37](Cl)=[O:38])=[CH:32][CH:31]=1.Cl[C:41]1C=CC=C(C(OO)=O)C=1.[S:51]([O-:55])([O-])(=[O:53])=S.[Na+].[Na+], predict the reaction product. The product is: [O:17]=[S:12]1(=[O:16])[CH2:13][CH2:14][CH2:15][N:11]1[C:8]1[CH:9]=[C:10]2[C:5](=[CH:6][CH:7]=1)[NH:4][N:3]=[C:2]2[NH:1][C:37](=[O:38])[CH2:36][C:33]1[CH:34]=[CH:35][C:30]([S:51]([CH3:41])(=[O:55])=[O:53])=[CH:31][CH:32]=1. (5) Given the reactants [C:1]([O:10][CH3:11])(=[O:9])[C:2]1[C:3](=[CH:5][CH:6]=[CH:7][CH:8]=1)[NH2:4].O=[CH:13][CH2:14][NH:15][C:16](=[O:22])[O:17][C:18]([CH3:21])([CH3:20])[CH3:19].C(O)(=O)C.C(O[BH-](OC(=O)C)OC(=O)C)(=O)C.[Na+], predict the reaction product. The product is: [CH3:11][O:10][C:1](=[O:9])[C:2]1[CH:8]=[CH:7][CH:6]=[CH:5][C:3]=1[NH:4][CH2:13][CH2:14][NH:15][C:16]([O:17][C:18]([CH3:21])([CH3:20])[CH3:19])=[O:22]. (6) Given the reactants [Br:1]N1C(=O)CCC1=O.[NH2:9][C:10]1[N:11]=[C:12]([C:26]2[CH:31]=[CH:30][CH:29]=[CH:28][CH:27]=2)[C:13]([C:16]2[CH:17]=[CH:18][C:19](=[O:25])[N:20]([CH:22]([CH3:24])[CH3:23])[CH:21]=2)=[N:14][CH:15]=1.O.C(Cl)Cl, predict the reaction product. The product is: [NH2:9][C:10]1[N:11]=[C:12]([C:26]2[CH:27]=[CH:28][CH:29]=[CH:30][CH:31]=2)[C:13]([C:16]2[CH:17]=[CH:18][C:19](=[O:25])[N:20]([CH:22]([CH3:24])[CH3:23])[CH:21]=2)=[N:14][C:15]=1[Br:1]. (7) Given the reactants [Cl:1][C:2]1[CH:22]=[C:21]([N+:23]([O-])=O)[CH:20]=[CH:19][C:3]=1[O:4][C@H:5]1[CH2:10][CH2:9][N:8]([C:11]([O:13][C:14]([CH3:17])([CH3:16])[CH3:15])=[O:12])[CH2:7][C@@H:6]1[F:18].[NH4+].[Cl-], predict the reaction product. The product is: [NH2:23][C:21]1[CH:20]=[CH:19][C:3]([O:4][C@H:5]2[CH2:10][CH2:9][N:8]([C:11]([O:13][C:14]([CH3:16])([CH3:17])[CH3:15])=[O:12])[CH2:7][C@@H:6]2[F:18])=[C:2]([Cl:1])[CH:22]=1.